Dataset: Blood-brain barrier permeability classification from the B3DB database. Task: Regression/Classification. Given a drug SMILES string, predict its absorption, distribution, metabolism, or excretion properties. Task type varies by dataset: regression for continuous measurements (e.g., permeability, clearance, half-life) or binary classification for categorical outcomes (e.g., BBB penetration, CYP inhibition). Dataset: b3db_classification. (1) The compound is Cn1cnc2c1c(=O)[nH]c(=O)n2C. The result is 1 (penetrates BBB). (2) The molecule is CC(O)C1C(=O)N2C(C(=O)O)=C(COC(N)=O)SC12. The result is 0 (does not penetrate BBB). (3) The compound is CCCC(=O)N1CCCN(c2nc(N)c3cc(OC)c(OC)cc3n2)CC1. The result is 0 (does not penetrate BBB). (4) The compound is CN1C(=O)[C@@H](O)N=C(c2ccccc2Cl)c2cc(Cl)ccc21. The result is 1 (penetrates BBB).